From a dataset of Full USPTO retrosynthesis dataset with 1.9M reactions from patents (1976-2016). Predict the reactants needed to synthesize the given product. Given the product [NH:7]1[C:15]2[C:10](=[CH:11][CH:12]=[CH:13][CH:14]=2)[C:9]([CH2:16][NH2:17])=[CH:8]1, predict the reactants needed to synthesize it. The reactants are: [H-].[Al+3].[Li+].[H-].[H-].[H-].[NH:7]1[C:15]2[C:10](=[CH:11][CH:12]=[CH:13][CH:14]=2)[C:9]([C:16]#[N:17])=[CH:8]1.O1CCCC1.